From a dataset of Forward reaction prediction with 1.9M reactions from USPTO patents (1976-2016). Predict the product of the given reaction. (1) Given the reactants I[C:2]1[C:7]([CH3:8])=[CH:6][C:5]([C:9]2[CH:10]=[CH:11][C:12](=[O:16])[N:13]([CH3:15])[N:14]=2)=[CH:4][C:3]=1[CH3:17].[F:18][C:19]1[CH:20]=[CH:21][C:22](B2OC(C)(C)C(C)(C)O2)=[C:23]2[C:27]=1[C@H:26]([O:28][C:29]1[CH:42]=[CH:41][C:32]3[C@H:33]([CH2:36][C:37]([O:39][CH3:40])=[O:38])[CH2:34][O:35][C:31]=3[CH:30]=1)[CH2:25][CH2:24]2.BrC1C=CC(F)=C2C=1CC[C@H]2OC1C=CC2[C@H](CC(OC)=O)COC=2C=1, predict the reaction product. The product is: [CH3:17][C:3]1[CH:4]=[C:5]([C:9]2[CH:10]=[CH:11][C:12](=[O:16])[N:13]([CH3:15])[N:14]=2)[CH:6]=[C:7]([CH3:8])[C:2]=1[C:22]1[CH:21]=[CH:20][C:19]([F:18])=[C:27]2[C:23]=1[CH2:24][CH2:25][C@H:26]2[O:28][C:29]1[CH:42]=[CH:41][C:32]2[C@H:33]([CH2:36][C:37]([O:39][CH3:40])=[O:38])[CH2:34][O:35][C:31]=2[CH:30]=1. (2) Given the reactants [Cl:1][C:2]1[C:6]([C:7]([OH:9])=O)=[CH:5][N:4]([C:10]2[N:15]=[CH:14][CH:13]=[CH:12][N:11]=2)[N:3]=1.CCN(C(C)C)C(C)C.[CH3:25][CH:26]([CH3:37])[CH2:27][CH:28]([C:31]1[CH:32]=[N:33][CH:34]=[CH:35][CH:36]=1)[CH2:29][NH2:30].F[P-](F)(F)(F)(F)F.N1(O[P+](N(C)C)(N(C)C)N(C)C)C2C=CC=CC=2N=N1, predict the reaction product. The product is: [Cl:1][C:2]1[C:6]([C:7]([NH:30][CH2:29][CH:28]([C:31]2[CH:32]=[N:33][CH:34]=[CH:35][CH:36]=2)[CH2:27][CH:26]([CH3:37])[CH3:25])=[O:9])=[CH:5][N:4]([C:10]2[N:15]=[CH:14][CH:13]=[CH:12][N:11]=2)[N:3]=1. (3) Given the reactants [C:1]([CH2:3][S:4][C:5]1[CH:13]=[CH:12][C:8]([C:9]([OH:11])=[O:10])=[CH:7][CH:6]=1)#[N:2].[N-:14]=[N+:15]=[N-:16].[Na+].[Cl-].[NH4+], predict the reaction product. The product is: [N:2]1[NH:14][N:15]=[N:16][C:1]=1[CH2:3][S:4][C:5]1[CH:13]=[CH:12][C:8]([C:9]([OH:11])=[O:10])=[CH:7][CH:6]=1. (4) Given the reactants [OH:1][C:2]1[CH:10]=[C:9]2[C:5]([CH2:6][CH2:7][C:8]2=[O:11])=[CH:4][CH:3]=1.C(=O)([O-])[O-].[K+].[K+].[Cl:18][CH2:19][CH2:20][CH2:21][CH2:22]Cl, predict the reaction product. The product is: [Cl:18][CH2:19][CH2:20][CH2:21][CH2:22][O:1][C:2]1[CH:10]=[C:9]2[C:5]([CH2:6][CH2:7][C:8]2=[O:11])=[CH:4][CH:3]=1. (5) Given the reactants [CH2:1]([O:3][C:4]1[CH:11]=[C:10]([C:12]2[CH:17]=[C:16]([N:18]3[CH2:22][CH2:21][CH2:20][C@H:19]3[CH2:23][CH3:24])[N:15]=[C:14]([NH:25][CH3:26])[N:13]=2)[CH:9]=[C:8](F)[C:5]=1[C:6]#[N:7])[CH3:2].CCN(C(C)C)C(C)C.[NH2:37][NH2:38], predict the reaction product. The product is: [CH2:1]([O:3][C:4]1[CH:11]=[C:10]([C:12]2[CH:17]=[C:16]([N:18]3[CH2:22][CH2:21][CH2:20][C@H:19]3[CH2:23][CH3:24])[N:15]=[C:14]([NH:25][CH3:26])[N:13]=2)[CH:9]=[C:8]2[C:5]=1[C:6]([NH2:7])=[N:37][NH:38]2)[CH3:2]. (6) Given the reactants [K+].[Br-].N1[C:11]2[C:6](=[CH:7][CH:8]=[CH:9][CH:10]=2)[C:5]([CH2:12][CH2:13][NH:14]C(=S)[SH-]CC2C=CC=CC=2)=C1.F[C:26]1C=CC(CCNC(=S)[SH-]C)=C[CH:27]=1, predict the reaction product. The product is: [NH2:14][CH2:13][C:12]1[CH:27]=[CH:26][C:11]2[C:6](=[CH:7][CH:8]=[CH:9][CH:10]=2)[CH:5]=1. (7) Given the reactants [Si]([O:8][C@@H:9]1[C@@H:14]([NH:15][C:16](=[O:25])[O:17][CH2:18][C:19]2[CH:24]=[CH:23][CH:22]=[CH:21][CH:20]=2)[CH2:13][C@H:12]2[C@@H:10]1[CH2:11]2)(C(C)(C)C)(C)C.[F-].C([N+](CCCC)(CCCC)CCCC)CCC, predict the reaction product. The product is: [OH:8][C@@H:9]1[C@@H:14]([NH:15][C:16](=[O:25])[O:17][CH2:18][C:19]2[CH:24]=[CH:23][CH:22]=[CH:21][CH:20]=2)[CH2:13][C@H:12]2[C@@H:10]1[CH2:11]2.